From a dataset of Full USPTO retrosynthesis dataset with 1.9M reactions from patents (1976-2016). Predict the reactants needed to synthesize the given product. (1) Given the product [CH3:27][O:28][C:29](=[O:43])[CH2:30][C:31]1[C:35]2[C:36]([CH3:42])=[CH:37][C:38]([O:22][CH2:21][C:20]3[C:15]([CH3:14])=[N:16][C:17]([C:23]([F:24])([F:26])[F:25])=[CH:18][CH:19]=3)=[C:39]([CH3:40])[C:34]=2[S:33][CH:32]=1, predict the reactants needed to synthesize it. The reactants are: C(P(CCCC)CCCC)CCC.[CH3:14][C:15]1[C:20]([CH2:21][OH:22])=[CH:19][CH:18]=[C:17]([C:23]([F:26])([F:25])[F:24])[N:16]=1.[CH3:27][O:28][C:29](=[O:43])[CH2:30][C:31]1[C:35]2[C:36]([CH3:42])=[CH:37][C:38](O)=[C:39]([CH3:40])[C:34]=2[S:33][CH:32]=1.C1CCN(C(N=NC(N2CCCCC2)=O)=O)CC1. (2) Given the product [CH2:21]([N:5]1[C@@H:4]([CH:1]([CH3:3])[CH3:2])[CH2:9][CH2:8][S:7][C:6]1=[N:10][C:11]1[CH:16]=[CH:15][C:14]([N+:17]([O-:19])=[O:18])=[CH:13][C:12]=1[CH3:20])[CH:22]([CH3:24])[CH3:23], predict the reactants needed to synthesize it. The reactants are: [CH:1]([C@H:4]1[CH2:9][CH2:8][S:7][C:6](=[N:10][C:11]2[CH:16]=[CH:15][C:14]([N+:17]([O-:19])=[O:18])=[CH:13][C:12]=2[CH3:20])[NH:5]1)([CH3:3])[CH3:2].[CH2:21](Br)[CH:22]([CH3:24])[CH3:23]. (3) The reactants are: Cl[C:2]1[N:3]=[N:4][C:5]([O:8][CH2:9][C:10]2[C:11]([C:16]3[CH:21]=[CH:20][CH:19]=[CH:18][CH:17]=3)=[N:12][O:13][C:14]=2[CH3:15])=[CH:6][CH:7]=1.[NH:22]1[CH2:26][CH2:25][CH2:24][CH2:23]1.CC(C)([O-])C.[Na+].C1(P(C2C=CC=CC=2)C2C=CC3C(=CC=CC=3)C=2C2C3C(=CC=CC=3)C=CC=2P(C2C=CC=CC=2)C2C=CC=CC=2)C=CC=CC=1. Given the product [CH3:15][C:14]1[O:13][N:12]=[C:11]([C:16]2[CH:21]=[CH:20][CH:19]=[CH:18][CH:17]=2)[C:10]=1[CH2:9][O:8][C:5]1[N:4]=[N:3][C:2]([N:22]2[CH2:26][CH2:25][CH2:24][CH2:23]2)=[CH:7][CH:6]=1, predict the reactants needed to synthesize it.